From a dataset of CYP3A4 inhibition data for predicting drug metabolism from PubChem BioAssay. Regression/Classification. Given a drug SMILES string, predict its absorption, distribution, metabolism, or excretion properties. Task type varies by dataset: regression for continuous measurements (e.g., permeability, clearance, half-life) or binary classification for categorical outcomes (e.g., BBB penetration, CYP inhibition). Dataset: cyp3a4_veith. (1) The molecule is COc1cccc(-c2ccc3ncnc(N(C)C)c3c2)c1. The result is 1 (inhibitor). (2) The molecule is CCCCc1oc2ccccc2c1C(=O)c1cc(I)c(OCCN(CC)CC)c(I)c1. The result is 0 (non-inhibitor). (3) The molecule is COc1ncc2nc(CCc3ccccc3)c(=O)n(CCC#N)c2n1. The result is 1 (inhibitor). (4) The drug is CC(CCc1nc2ccccc2s1)(c1ccc(O)cc1)c1ccc(O)cc1. The result is 1 (inhibitor).